From a dataset of Forward reaction prediction with 1.9M reactions from USPTO patents (1976-2016). Predict the product of the given reaction. (1) Given the reactants [CH3:1][O:2][C:3]1[CH:12]=[C:11]2[C:6]([C:7]([O:13][CH2:14][C:15]3[N:19]4[CH:20]=[C:21](C#N)[CH:22]=[CH:23][C:18]4=[N:17][N:16]=3)=[CH:8][CH:9]=[N:10]2)=[CH:5][CH:4]=1.[C:26](=[O:29])([O-])[O-:27].[Na+].[Na+], predict the reaction product. The product is: [CH3:1][O:2][C:3]1[CH:12]=[C:11]2[C:6]([C:7]([O:13][CH2:14][C:15]3[N:19]4[CH:20]=[C:21]([C:26]([OH:27])=[O:29])[CH:22]=[CH:23][C:18]4=[N:17][N:16]=3)=[CH:8][CH:9]=[N:10]2)=[CH:5][CH:4]=1. (2) Given the reactants C([O:3][C:4]([C:6]1([S:17]([C:20]2[CH:25]=[CH:24][C:23]([O:26][CH3:27])=[CH:22][CH:21]=2)(=[O:19])=[O:18])[CH2:11][CH2:10][N:9]([CH2:12][CH:13]=[C:14]([CH3:16])[CH3:15])[CH2:8][CH2:7]1)=[O:5])C.[OH-].[Na+], predict the reaction product. The product is: [CH3:27][O:26][C:23]1[CH:22]=[CH:21][C:20]([S:17]([C:6]2([C:4]([OH:5])=[O:3])[CH2:11][CH2:10][N:9]([CH2:12][CH:13]=[C:14]([CH3:15])[CH3:16])[CH2:8][CH2:7]2)(=[O:19])=[O:18])=[CH:25][CH:24]=1. (3) Given the reactants [CH3:1][C:2]1[N:10]=[C:9]([C:11]([F:14])([F:13])[F:12])[CH:8]=[CH:7][C:3]=1[C:4](Cl)=[O:5].[CH3:15][O:16][C:17]([C:19]1([O:28][CH3:29])[CH2:24][CH:23]([CH3:25])[C:22](=[O:26])[CH:21]=[C:20]1[OH:27])=[O:18].C(N(CC)CC)C.[C-]#N.[K+], predict the reaction product. The product is: [CH3:15][O:16][C:17]([C:19]1([O:28][CH3:29])[CH2:24][CH:23]([CH3:25])[C:22](=[O:26])[C:21]([C:4]([C:3]2[C:2]([CH3:1])=[N:10][C:9]([C:11]([F:14])([F:13])[F:12])=[CH:8][CH:7]=2)=[O:5])=[C:20]1[OH:27])=[O:18].